From a dataset of Reaction yield outcomes from USPTO patents with 853,638 reactions. Predict the reaction yield, written as a fraction of the theoretical maximum amount of product (1.0 means a 100% yield; for example, 0.34 means a 34% yield). The catalyst is C1(C)C=CC=CC=1.C1C=CC([P]([Pd]([P](C2C=CC=CC=2)(C2C=CC=CC=2)C2C=CC=CC=2)([P](C2C=CC=CC=2)(C2C=CC=CC=2)C2C=CC=CC=2)[P](C2C=CC=CC=2)(C2C=CC=CC=2)C2C=CC=CC=2)(C2C=CC=CC=2)C2C=CC=CC=2)=CC=1. The product is [C:39]([NH:43][S:44]([C:47]1[S:51][C:50]([C:6]2[N:7]=[CH:8][N:9]([C:11]3[CH:16]=[C:15]([C:17]([F:20])([F:19])[F:18])[CH:14]=[C:13]([C:21]4[CH:22]=[CH:23][C:24]([C:27]([F:29])([F:30])[F:28])=[CH:25][CH:26]=4)[N:12]=3)[CH:10]=2)=[N:49][C:48]=1[CH3:53])(=[O:46])=[O:45])([CH3:42])([CH3:41])[CH3:40]. The reactants are C([Sn](CCCC)(CCCC)[C:6]1[N:7]=[CH:8][N:9]([C:11]2[CH:16]=[C:15]([C:17]([F:20])([F:19])[F:18])[CH:14]=[C:13]([C:21]3[CH:26]=[CH:25][C:24]([C:27]([F:30])([F:29])[F:28])=[CH:23][CH:22]=3)[N:12]=2)[CH:10]=1)CCC.[C:39]([NH:43][S:44]([C:47]1[S:51][C:50](Cl)=[N:49][C:48]=1[CH3:53])(=[O:46])=[O:45])([CH3:42])([CH3:41])[CH3:40].CCCCCCC. The yield is 0.590.